Dataset: Catalyst prediction with 721,799 reactions and 888 catalyst types from USPTO. Task: Predict which catalyst facilitates the given reaction. (1) Reactant: [CH3:1][O:2][C:3]1[CH:4]=[C:5]([CH2:11][CH2:12][N:13]2[CH:22]=[C:21]([C:23]([OH:25])=O)[C:20]3[N:19]=[C:18]4[C:26]([CH3:30])=[CH:27][CH:28]=[CH:29][C:17]4=[CH:16][C:15]=3[C:14]2=[O:31])[CH:6]=[CH:7][C:8]=1[O:9][CH3:10].[CH:32]1[N:36]=[CH:35][N:34]([C:37](N2C=NC=C2)=O)[CH:33]=1. Product: [CH3:35][N:34]([CH3:37])[CH2:33][CH2:32][NH:36][C:23]([C:21]1[C:20]2[N:19]=[C:18]3[C:26]([CH3:30])=[CH:27][CH:28]=[CH:29][C:17]3=[CH:16][C:15]=2[C:14](=[O:31])[N:13]([CH2:12][CH2:11][C:5]2[CH:6]=[CH:7][C:8]([O:9][CH3:10])=[C:3]([O:2][CH3:1])[CH:4]=2)[CH:22]=1)=[O:25]. The catalyst class is: 10. (2) Reactant: [NH2:1][CH2:2][CH:3]([OH:5])[CH3:4].[C:6]1(=O)[CH2:11][CH2:10][CH2:9][CH2:8][CH2:7]1.[BH4-].[Na+]. Product: [CH:6]1([NH:1][CH2:2][CH:3]([OH:5])[CH3:4])[CH2:11][CH2:10][CH2:9][CH2:8][CH2:7]1. The catalyst class is: 8. (3) Reactant: [Br:1][C:2]1[C:3]([C:15](=[S:17])[NH2:16])=[CH:4][C:5]([NH:8][C:9]([NH:11][CH2:12][CH2:13][CH3:14])=[O:10])=[N:6][CH:7]=1.Br[CH2:19][C:20](=[O:25])[C:21]([F:24])([F:23])[F:22]. Product: [Br:1][C:2]1[C:3]([C:15]2[S:17][CH2:19][C:20]([OH:25])([C:21]([F:24])([F:23])[F:22])[N:16]=2)=[CH:4][C:5]([NH:8][C:9]([NH:11][CH2:12][CH2:13][CH3:14])=[O:10])=[N:6][CH:7]=1. The catalyst class is: 10.